Dataset: Forward reaction prediction with 1.9M reactions from USPTO patents (1976-2016). Task: Predict the product of the given reaction. Given the reactants [CH2:1]([CH:4]([C:10](=[O:12])[CH3:11])[C:5]([O:7][CH2:8][CH3:9])=[O:6])[CH:2]=[CH2:3].C(OCC)(=O)CC(C)=O, predict the reaction product. The product is: [CH2:1]([CH:4]([CH:10]([OH:12])[CH3:11])[C:5]([O:7][CH2:8][CH3:9])=[O:6])[CH:2]=[CH2:3].